Task: Predict the reactants needed to synthesize the given product.. Dataset: Full USPTO retrosynthesis dataset with 1.9M reactions from patents (1976-2016) The reactants are: [BH4-].[Na+].[Cl:3][C:4]1[C:5]([C:10](OC)=[O:11])=[N:6][S:7][C:8]=1[Cl:9]. Given the product [Cl:3][C:4]1[C:5]([CH2:10][OH:11])=[N:6][S:7][C:8]=1[Cl:9], predict the reactants needed to synthesize it.